From a dataset of Forward reaction prediction with 1.9M reactions from USPTO patents (1976-2016). Predict the product of the given reaction. (1) The product is: [CH3:24][C@:21]12[C@@:20]3([CH3:25])[C@@H:11]([C@:12]4([CH3:37])[C@@H:17]([CH2:18][CH2:19]3)[C:16]([CH3:27])([CH3:26])[C:15]([C:28]3[CH:29]=[CH:30][C:31]([C:32]([OH:34])=[O:33])=[CH:35][CH:36]=3)=[CH:14][CH2:13]4)[CH2:10][CH2:9][C@@H:8]1[C@H:7]1[C@H:38]([C:41]([CH3:43])=[CH2:42])[CH2:39][CH2:40][C@:6]1([NH:5][CH2:4][CH2:3][N:2]1[CH2:45][CH2:54][O:53][CH2:52][CH2:1]1)[CH2:23][CH2:22]2. Given the reactants [CH3:1][N:2]([CH3:45])[C:3](=O)[CH2:4][NH:5][C@:6]12[CH2:40][CH2:39][C@@H:38]([C:41]([CH3:43])=[CH2:42])[C@@H:7]1[C@@H:8]1[C@@:21]([CH3:24])([CH2:22][CH2:23]2)[C@@:20]2([CH3:25])[C@@H:11]([C@:12]3([CH3:37])[C@@H:17]([CH2:18][CH2:19]2)[C:16]([CH3:27])([CH3:26])[C:15]([C:28]2[CH:36]=[CH:35][C:31]([C:32]([OH:34])=[O:33])=[CH:30][CH:29]=2)=[CH:14][CH2:13]3)[CH2:10][CH2:9]1.Cl.ClCCN1C[CH2:54][O:53][CH2:52]C1, predict the reaction product. (2) Given the reactants [F:1][C:2]1[CH:3]=[C:4]([SH:9])[CH:5]=[CH:6][C:7]=1[F:8].[CH2:10](I)[CH3:11].C([O-])([O-])=O.[K+].[K+].O, predict the reaction product. The product is: [F:1][C:2]1[CH:3]=[C:4]([S:9][CH2:10][CH3:11])[CH:5]=[CH:6][C:7]=1[F:8].